This data is from Catalyst prediction with 721,799 reactions and 888 catalyst types from USPTO. The task is: Predict which catalyst facilitates the given reaction. (1) Reactant: CON(C)[C:4]([C:6]1[S:7][CH:8]=[CH:9][C:10]=1[CH3:11])=[O:5].[CH2:13]([C:15]1[CH:20]=[CH:19][C:18]([Mg]Br)=[CH:17][CH:16]=1)[CH3:14]. Product: [CH2:13]([C:15]1[CH:20]=[CH:19][C:18]([C:4]([C:6]2[S:7][CH:8]=[CH:9][C:10]=2[CH3:11])=[O:5])=[CH:17][CH:16]=1)[CH3:14]. The catalyst class is: 1. (2) Reactant: [C:1]([O:5][C:6]([N:8]1[CH2:13][CH2:12][N:11]([C:14](=O)[CH3:15])[CH2:10][CH2:9]1)=[O:7])([CH3:4])([CH3:3])[CH3:2].[CH3:17][CH2:18][Mg+].[Br-].[C@H](O)(C([O-])=O)[C@@H](O)C([O-])=O.[Na+].[K+]. Product: [C:1]([O:5][C:6]([N:8]1[CH2:13][CH2:12][N:11]([C:14]2([CH3:15])[CH2:18][CH2:17]2)[CH2:10][CH2:9]1)=[O:7])([CH3:4])([CH3:3])[CH3:2]. The catalyst class is: 20. (3) Reactant: [CH3:1][C:2]1[C:7]([CH3:8])=[CH:6][CH:5]=[CH:4][C:3]=1[CH:9]([NH2:20])[CH2:10][C:11]#[C:12][C:13]1[CH:14]=[C:15]([CH3:19])[CH:16]=[CH:17][CH:18]=1.[N:21]([CH2:24][CH2:25][O:26][C:27](=[O:29])[CH3:28])=[C:22]=[S:23]. Product: [CH3:1][C:2]1[C:7]([CH3:8])=[CH:6][CH:5]=[CH:4][C:3]=1[CH:9]([NH:20][C:22](=[S:23])[NH:21][CH2:24][CH2:25][O:26][C:27](=[O:29])[CH3:28])[CH2:10][C:11]#[C:12][C:13]1[CH:14]=[C:15]([CH3:19])[CH:16]=[CH:17][CH:18]=1. The catalyst class is: 7. (4) Reactant: [H-].[Na+].[CH:3]([OH:6])([CH3:5])[CH3:4].Br[CH2:8][CH:9]([O:13][CH2:14][CH3:15])[O:10][CH2:11][CH3:12]. Product: [CH2:11]([O:10][CH:9]([O:13][CH2:14][CH3:15])[CH2:8][O:6][CH:3]([CH3:5])[CH3:4])[CH3:12]. The catalyst class is: 2. (5) Reactant: [CH3:1][O:2][C:3]1[CH:12]=[C:11]2[C:6]([CH:7]=[CH:8][C:9](=[O:47])[N:10]2[CH2:13][CH:14]([NH:34]S(C2C=CC=CC=2[N+]([O-])=O)(=O)=O)[C@H:15]2[CH2:20][CH2:19][C@H:18]([NH:21][CH2:22][C:23]3[N:24]=[CH:25][C:26]4[O:27][CH2:28][C:29](=[O:33])[NH:30][C:31]=4[N:32]=3)[CH2:17][CH2:16]2)=[N:5][CH:4]=1.C1(S)C=CC=CC=1.C(=O)([O-])[O-].[K+].[K+]. Product: [NH2:34][CH:14]([C@H:15]1[CH2:20][CH2:19][C@H:18]([NH:21][CH2:22][C:23]2[N:24]=[CH:25][C:26]3[O:27][CH2:28][C:29](=[O:33])[NH:30][C:31]=3[N:32]=2)[CH2:17][CH2:16]1)[CH2:13][N:10]1[C:11]2[C:6](=[N:5][CH:4]=[C:3]([O:2][CH3:1])[CH:12]=2)[CH:7]=[CH:8][C:9]1=[O:47]. The catalyst class is: 3. (6) Reactant: [CH3:1][O:2][C:3]1[CH:22]=[CH:21][C:6]([O:7][C:8]2[CH:13]=[CH:12][C:11]([C:14](=[O:20])[CH2:15][CH2:16][C:17]([OH:19])=O)=[CH:10][CH:9]=2)=[CH:5][CH:4]=1.CCN=C=NCCCN(C)C.CCN(CC)CC.[NH2:41][CH2:42][C:43]1[CH:44]=[N:45][CH:46]=[CH:47][CH:48]=1. Product: [CH3:1][O:2][C:3]1[CH:4]=[CH:5][C:6]([O:7][C:8]2[CH:9]=[CH:10][C:11]([C:14](=[O:20])[CH2:15][CH2:16][C:17]([NH:41][CH2:42][C:43]3[CH:44]=[N:45][CH:46]=[CH:47][CH:48]=3)=[O:19])=[CH:12][CH:13]=2)=[CH:21][CH:22]=1. The catalyst class is: 64.